Dataset: Forward reaction prediction with 1.9M reactions from USPTO patents (1976-2016). Task: Predict the product of the given reaction. (1) Given the reactants [CH3:1][O:2][C:3]1[CH:39]=[CH:38][C:6]([CH2:7][NH:8][C:9]2[C:18](/[CH:19]=[C:20](\[CH3:30])/[C:21]([NH:23][CH2:24][CH2:25][C:26]([CH3:29])([CH3:28])[CH3:27])=[O:22])=[CH:17][C:16]3[C:11](=[CH:12][CH:13]=[C:14]([C:31]4[C:36]([CH3:37])=[CH:35][CH:34]=[CH:33][N:32]=4)[CH:15]=3)[N:10]=2)=[CH:5][CH:4]=1, predict the reaction product. The product is: [CH3:1][O:2][C:3]1[CH:4]=[CH:5][C:6]([CH2:7][NH:8][C:9]2[C:18]([CH2:19][CH:20]([CH3:30])[C:21]([NH:23][CH2:24][CH2:25][C:26]([CH3:29])([CH3:28])[CH3:27])=[O:22])=[CH:17][C:16]3[C:11](=[CH:12][CH:13]=[C:14]([C:31]4[C:36]([CH3:37])=[CH:35][CH:34]=[CH:33][N:32]=4)[CH:15]=3)[N:10]=2)=[CH:38][CH:39]=1. (2) The product is: [CH3:21][C@H:9]1[N:8]([C:5]2[N:4]=[CH:3][C:2]([O:1][CH2:24][C:25]3[CH:30]=[CH:29][N:28]=[CH:27][CH:26]=3)=[CH:7][N:6]=2)[CH2:13][CH2:12][N:11]([C:14]([O:16][C:17]([CH3:20])([CH3:19])[CH3:18])=[O:15])[CH2:10]1. Given the reactants [OH:1][C:2]1[CH:3]=[N:4][C:5]([N:8]2[CH2:13][CH2:12][N:11]([C:14]([O:16][C:17]([CH3:20])([CH3:19])[CH3:18])=[O:15])[CH2:10][C@H:9]2[CH3:21])=[N:6][CH:7]=1.Cl.Cl[CH2:24][C:25]1[CH:30]=[CH:29][N:28]=[CH:27][CH:26]=1.C(=O)([O-])[O-].[Cs+].[Cs+].CN(C=O)C, predict the reaction product. (3) The product is: [CH3:1][C:2]1[C:6]([CH:7]([OH:24])[C:8]2[O:9][C:10]3[C:16]([F:17])=[CH:15][C:14]([CH2:18][C:19]([OH:21])=[O:20])=[CH:13][C:11]=3[CH:12]=2)=[C:5]([CH3:25])[O:4][N:3]=1. Given the reactants [CH3:1][C:2]1[C:6]([CH:7]([OH:24])[C:8]2[O:9][C:10]3[C:16]([F:17])=[CH:15][C:14]([CH2:18][C:19]([O:21]CC)=[O:20])=[CH:13][C:11]=3[CH:12]=2)=[C:5]([CH3:25])[O:4][N:3]=1.C(OCC#N)(C)C, predict the reaction product. (4) Given the reactants [CH3:1][O:2][C:3]1[CH:11]=[CH:10][C:6]([C:7]([Cl:9])=[O:8])=[CH:5][CH:4]=1.[N:12]1[CH:17]=CC=[CH:14][CH:13]=1.C(OCC)(=[O:20])C, predict the reaction product. The product is: [ClH:9].[CH3:1][O:2][C:3]1[CH:11]=[CH:10][C:6]([C:7]([O:20][CH2:14][CH2:13][NH:12][CH3:17])=[O:8])=[CH:5][CH:4]=1. (5) Given the reactants C(NC1N=CC([C@@H](OC(N2C(C[C:23]3[CH:28]=[CH:27][C:26]([C:29]([O:31]C)=[O:30])=[CH:25][CH:24]=3)CCC2)=O)O)=CC=1)(C)(C)C.[Li+].[OH-].C(O)(=O)C, predict the reaction product. The product is: [C:29]([OH:31])(=[O:30])[C:26]1[CH:27]=[CH:28][CH:23]=[CH:24][CH:25]=1. (6) Given the reactants [C:1]12([C:11]3[C:12]([OH:32])=[CH:13][C:14]([OH:31])=[C:15]([CH:30]=3)[C:16]([NH:18][CH2:19][C:20]3[CH:25]=[C:24]([O:26]C)[CH:23]=[CH:22][C:21]=3[O:28]C)=[O:17])[CH2:10][CH:5]3[CH2:6][CH:7]([CH2:9][CH:3]([CH2:4]3)[CH2:2]1)[CH2:8]2.B(Br)(Br)Br.CO, predict the reaction product. The product is: [C:1]12([C:11]3[C:12]([OH:32])=[CH:13][C:14]([OH:31])=[C:15]([CH:30]=3)[C:16]([NH:18][CH2:19][C:20]3[CH:25]=[C:24]([OH:26])[CH:23]=[CH:22][C:21]=3[OH:28])=[O:17])[CH2:10][CH:5]3[CH2:4][CH:3]([CH2:9][CH:7]([CH2:6]3)[CH2:8]1)[CH2:2]2. (7) Given the reactants [CH3:1][O:2][C:3]1[CH:10]=[CH:9][CH:8]=[CH:7][C:4]=1[CH2:5][NH2:6].[C:11](Cl)(Cl)=[S:12].O, predict the reaction product. The product is: [CH3:1][O:2][C:3]1[CH:10]=[CH:9][CH:8]=[CH:7][C:4]=1[CH2:5][N:6]=[C:11]=[S:12]. (8) Given the reactants [NH:1]1[C:5]2[CH:6]=[CH:7][C:8]([N:10]3[CH:14]([C:15]4[CH:20]=[CH:19][C:18]([N:21]5[CH2:26][CH2:25][O:24][CH2:23][CH2:22]5)=[CH:17][CH:16]=4)[C:13](=[O:27])[CH:12](C(OCC)=O)[C:11]3=[O:33])=[CH:9][C:4]=2[N:3]=[CH:2]1.Cl, predict the reaction product. The product is: [NH:1]1[C:5]2[CH:6]=[CH:7][C:8]([N:10]3[CH:14]([C:15]4[CH:20]=[CH:19][C:18]([N:21]5[CH2:22][CH2:23][O:24][CH2:25][CH2:26]5)=[CH:17][CH:16]=4)[C:13](=[O:27])[CH2:12][C:11]3=[O:33])=[CH:9][C:4]=2[N:3]=[CH:2]1.